This data is from NCI-60 drug combinations with 297,098 pairs across 59 cell lines. The task is: Regression. Given two drug SMILES strings and cell line genomic features, predict the synergy score measuring deviation from expected non-interaction effect. (1) Drug 1: CC1C(C(CC(O1)OC2CC(CC3=C2C(=C4C(=C3O)C(=O)C5=C(C4=O)C(=CC=C5)OC)O)(C(=O)C)O)N)O.Cl. Drug 2: CCCCCOC(=O)NC1=NC(=O)N(C=C1F)C2C(C(C(O2)C)O)O. Cell line: TK-10. Synergy scores: CSS=18.7, Synergy_ZIP=-1.68, Synergy_Bliss=7.65, Synergy_Loewe=-0.853, Synergy_HSA=6.36. (2) Drug 1: CCCS(=O)(=O)NC1=C(C(=C(C=C1)F)C(=O)C2=CNC3=C2C=C(C=N3)C4=CC=C(C=C4)Cl)F. Drug 2: C(CN)CNCCSP(=O)(O)O. Cell line: MCF7. Synergy scores: CSS=-7.91, Synergy_ZIP=0.696, Synergy_Bliss=-5.02, Synergy_Loewe=-5.90, Synergy_HSA=-6.50. (3) Drug 1: C1=NC2=C(N=C(N=C2N1C3C(C(C(O3)CO)O)F)Cl)N. Drug 2: CC1CCC2CC(C(=CC=CC=CC(CC(C(=O)C(C(C(=CC(C(=O)CC(OC(=O)C3CCCCN3C(=O)C(=O)C1(O2)O)C(C)CC4CCC(C(C4)OC)O)C)C)O)OC)C)C)C)OC. Cell line: NCI-H226. Synergy scores: CSS=0.994, Synergy_ZIP=-0.0502, Synergy_Bliss=-0.257, Synergy_Loewe=-1.88, Synergy_HSA=-1.39. (4) Synergy scores: CSS=62.0, Synergy_ZIP=-3.43, Synergy_Bliss=0.0566, Synergy_Loewe=-0.421, Synergy_HSA=4.40. Drug 1: CCC1(CC2CC(C3=C(CCN(C2)C1)C4=CC=CC=C4N3)(C5=C(C=C6C(=C5)C78CCN9C7C(C=CC9)(C(C(C8N6C=O)(C(=O)OC)O)OC(=O)C)CC)OC)C(=O)OC)O.OS(=O)(=O)O. Drug 2: C1=NC2=C(N=C(N=C2N1C3C(C(C(O3)CO)O)O)F)N. Cell line: HCC-2998. (5) Drug 1: C1=CC(=CC=C1C#N)C(C2=CC=C(C=C2)C#N)N3C=NC=N3. Drug 2: CC(C)NC(=O)C1=CC=C(C=C1)CNNC.Cl. Cell line: RPMI-8226. Synergy scores: CSS=1.43, Synergy_ZIP=2.43, Synergy_Bliss=0.768, Synergy_Loewe=2.61, Synergy_HSA=-2.93. (6) Drug 1: C1C(C(OC1N2C=NC3=C(N=C(N=C32)Cl)N)CO)O. Drug 2: C1=NNC2=C1C(=O)NC=N2. Cell line: HT29. Synergy scores: CSS=23.4, Synergy_ZIP=0.224, Synergy_Bliss=0.463, Synergy_Loewe=-45.8, Synergy_HSA=-0.434. (7) Drug 1: CC(C1=C(C=CC(=C1Cl)F)Cl)OC2=C(N=CC(=C2)C3=CN(N=C3)C4CCNCC4)N. Drug 2: CCC1(CC2CC(C3=C(CCN(C2)C1)C4=CC=CC=C4N3)(C5=C(C=C6C(=C5)C78CCN9C7C(C=CC9)(C(C(C8N6C)(C(=O)OC)O)OC(=O)C)CC)OC)C(=O)OC)O.OS(=O)(=O)O. Cell line: MDA-MB-435. Synergy scores: CSS=79.0, Synergy_ZIP=18.5, Synergy_Bliss=19.2, Synergy_Loewe=3.81, Synergy_HSA=19.7.